This data is from Catalyst prediction with 721,799 reactions and 888 catalyst types from USPTO. The task is: Predict which catalyst facilitates the given reaction. (1) Reactant: [OH:1][CH:2]1[CH2:5][N:4]([C:6]2[S:7][CH:8]=[C:9]([C:11]([N:13]3[CH2:18][CH2:17][N:16]([CH3:19])[CH2:15][CH2:14]3)=[O:12])[N:10]=2)[CH2:3]1.[CH3:20][S:21](Cl)(=[O:23])=[O:22].C(N(CC)CC)C. Product: [CH3:20][S:21]([O:1][CH:2]1[CH2:3][N:4]([C:6]2[S:7][CH:8]=[C:9]([C:11]([N:13]3[CH2:18][CH2:17][N:16]([CH3:19])[CH2:15][CH2:14]3)=[O:12])[N:10]=2)[CH2:5]1)(=[O:23])=[O:22]. The catalyst class is: 2. (2) The catalyst class is: 13. Product: [ClH:37].[C:1]([C:3]1[CH:4]=[C:5]([C:9]2[N:10]=[C:11]3[N:15]([C:16]=2[C:17]2[CH:22]=[CH:21][N:20]=[C:19]([NH:23][C@@H:24]4[CH2:29][CH2:28][CH2:27][NH:26][CH2:25]4)[N:18]=2)[CH:14]=[CH:13][S:12]3)[CH:6]=[CH:7][CH:8]=1)#[N:2]. Reactant: [C:1]([C:3]1[CH:4]=[C:5]([C:9]2[N:10]=[C:11]3[N:15]([C:16]=2[C:17]2[CH:22]=[CH:21][N:20]=[C:19]([NH:23][C@@H:24]4[CH2:29][CH2:28][CH2:27][N:26](C(OC(C)(C)C)=O)[CH2:25]4)[N:18]=2)[CH:14]=[CH:13][S:12]3)[CH:6]=[CH:7][CH:8]=1)#[N:2].[ClH:37]. (3) Reactant: [N:1]([C:4]1[CH:11]=[CH:10][C:7]([C:8]#[N:9])=[C:6]([C:12]([F:15])([F:14])[F:13])[CH:5]=1)=[C:2]=[S:3].[CH3:16][S:17]([C:20]1[CH:25]=[CH:24][C:23]([NH:26][C:27]2([C:31]#N)[CH2:30][CH2:29][CH2:28]2)=[CH:22][CH:21]=1)(=[O:19])=[O:18].C[OH:34].Cl. Product: [CH3:16][S:17]([C:20]1[CH:25]=[CH:24][C:23]([N:26]2[C:2](=[S:3])[N:1]([C:4]3[CH:11]=[CH:10][C:7]([C:8]#[N:9])=[C:6]([C:12]([F:13])([F:15])[F:14])[CH:5]=3)[C:31](=[O:34])[C:27]32[CH2:30][CH2:29][CH2:28]3)=[CH:22][CH:21]=1)(=[O:19])=[O:18]. The catalyst class is: 18. (4) Product: [OH:1][C@H:2]([CH2:37][NH:38][CH2:39][C:40]1[CH:45]=[CH:44][CH:43]=[C:42]([OH:46])[CH:41]=1)[C@@H:3]([NH:11][C:12](=[O:36])[C:13]1[CH:29]=[C:28]([N:30]([CH3:35])[S:31]([CH3:34])(=[O:33])=[O:32])[CH:27]=[C:15]([C:16]([NH:18][C@@H:19]([C:21]2[CH:22]=[CH:23][CH:24]=[CH:25][CH:26]=2)[CH3:20])=[O:17])[CH:14]=1)[CH2:4][C:5]1[CH:6]=[CH:7][CH:8]=[CH:9][CH:10]=1. Reactant: [OH:1][C@H:2]([CH2:37][NH:38][CH2:39][C:40]1[CH:45]=[CH:44][CH:43]=[C:42]([O:46]C)[CH:41]=1)[C@@H:3]([NH:11][C:12](=[O:36])[C:13]1[CH:29]=[C:28]([N:30]([CH3:35])[S:31]([CH3:34])(=[O:33])=[O:32])[CH:27]=[C:15]([C:16]([NH:18][C@@H:19]([C:21]2[CH:26]=[CH:25][CH:24]=[CH:23][CH:22]=2)[CH3:20])=[O:17])[CH:14]=1)[CH2:4][C:5]1[CH:10]=[CH:9][CH:8]=[CH:7][CH:6]=1.B(Br)(Br)Br. The catalyst class is: 2. (5) The catalyst class is: 55. Product: [CH:1]1([O:4][C:5]2[CH:6]=[C:7]([C:11]3[N:16]=[CH:15][C:14]([NH:17][C:18]4[CH:30]=[CH:29][C:28]([CH3:31])=[CH:27][C:19]=4[C:20]([OH:22])=[O:21])=[CH:13][C:12]=3[CH3:32])[CH:8]=[CH:9][CH:10]=2)[CH2:3][CH2:2]1. Reactant: [CH:1]1([O:4][C:5]2[CH:6]=[C:7]([C:11]3[N:16]=[CH:15][C:14]([NH:17][C:18]4[CH:30]=[CH:29][C:28]([CH3:31])=[CH:27][C:19]=4[C:20]([O:22]C(C)(C)C)=[O:21])=[CH:13][C:12]=3[CH3:32])[CH:8]=[CH:9][CH:10]=2)[CH2:3][CH2:2]1.